From a dataset of Forward reaction prediction with 1.9M reactions from USPTO patents (1976-2016). Predict the product of the given reaction. (1) Given the reactants [C:1]1([C:9]([OH:11])=O)[C:4]2[CH:5]=[CH:6][CH:7]=[CH:8][C:3]=2[CH:2]=1.S(Cl)(Cl)=O.C[Si](C)(C)[O:18][CH:19](O[Si](C)(C)C)CO[Si](C)(C)C, predict the reaction product. The product is: [CH:1]1([C:9](=[O:11])[CH2:19][OH:18])[C:4]2[CH:5]=[CH:6][CH:7]=[CH:8][C:3]=2[CH2:2]1. (2) Given the reactants [S:1]1[C:5]2[CH:6]=[CH:7][CH:8]=[CH:9][C:4]=2[C:3]([N:10]2[CH2:15][CH2:14][N:13]([CH2:16][CH2:17][C:18]3[CH:19]=[C:20]4[C:24](=[CH:25][CH:26]=3)[C:23]([CH3:28])([CH3:27])[CH:22]([N:29]([CH2:33][CH3:34])[C:30](=[O:32])[CH3:31])[CH2:21]4)[CH2:12][CH2:11]2)=[N:2]1.[CH3:35][S:36]([OH:39])(=[O:38])=[O:37], predict the reaction product. The product is: [CH3:35][S:36]([OH:39])(=[O:38])=[O:37].[S:1]1[C:5]2[CH:6]=[CH:7][CH:8]=[CH:9][C:4]=2[C:3]([N:10]2[CH2:15][CH2:14][N:13]([CH2:16][CH2:17][C:18]3[CH:19]=[C:20]4[C:24](=[CH:25][CH:26]=3)[C:23]([CH3:28])([CH3:27])[CH:22]([N:29]([CH2:33][CH3:34])[C:30](=[O:32])[CH3:31])[CH2:21]4)[CH2:12][CH2:11]2)=[N:2]1. (3) The product is: [Cl:1][C:2]1[CH:3]=[CH:4][C:5]([C:25]#[N:26])=[C:6]([C:8]2[C:13]([O:14][CH3:15])=[CH:12][N:11]([CH:16]([CH2:20][CH:21]([CH3:23])[CH3:22])[C:17]([NH:27][C:28]3[CH:40]=[CH:39][C:31]([C:32]([O:34][C:35]([CH3:36])([CH3:37])[CH3:38])=[O:33])=[CH:30][CH:29]=3)=[O:18])[C:10](=[O:24])[CH:9]=2)[CH:7]=1. Given the reactants [Cl:1][C:2]1[CH:3]=[CH:4][C:5]([C:25]#[N:26])=[C:6]([C:8]2[C:13]([O:14][CH3:15])=[CH:12][N:11]([CH:16]([CH2:20][CH:21]([CH3:23])[CH3:22])[C:17](O)=[O:18])[C:10](=[O:24])[CH:9]=2)[CH:7]=1.[NH2:27][C:28]1[CH:40]=[CH:39][C:31]([C:32]([O:34][C:35]([CH3:38])([CH3:37])[CH3:36])=[O:33])=[CH:30][CH:29]=1, predict the reaction product. (4) Given the reactants [Cl:1][C:2]1[C:3]2[N:4]([CH:12]=[C:13]([C:15](=[N:17][OH:18])[NH2:16])[N:14]=2)[CH:5]=[C:6]([C:8]([F:11])([F:10])[F:9])[CH:7]=1.[CH2:19]([O:22][C:23]1[C:31]([Cl:32])=[CH:30][C:26]([C:27](O)=O)=[C:25]([Cl:33])[CH:24]=1)[CH:20]=[CH2:21].CCN=C=NCCCN(C)C.Cl.C1C=CC2N(O)N=NC=2C=1, predict the reaction product. The product is: [CH2:19]([O:22][C:23]1[C:31]([Cl:32])=[CH:30][C:26]([C:27]2[O:18][N:17]=[C:15]([C:13]3[N:14]=[C:3]4[C:2]([Cl:1])=[CH:7][C:6]([C:8]([F:9])([F:10])[F:11])=[CH:5][N:4]4[CH:12]=3)[N:16]=2)=[C:25]([Cl:33])[CH:24]=1)[CH:20]=[CH2:21].